From a dataset of Reaction yield outcomes from USPTO patents with 853,638 reactions. Predict the reaction yield, written as a fraction of the theoretical maximum amount of product (1.0 means a 100% yield; for example, 0.34 means a 34% yield). (1) The reactants are [O:1]([C:8]1[CH:9]=[C:10]([NH:14][CH2:15][C:16]2[CH:17]=[C:18]([CH:23]=[CH:24][CH:25]=2)[C:19]([O:21][CH3:22])=[O:20])[CH:11]=[CH:12][CH:13]=1)[C:2]1[CH:7]=[CH:6][CH:5]=[CH:4][CH:3]=1.[F:26][C:27]([F:32])([F:31])[CH:28]1[O:30][CH2:29]1.FC(F)(F)S([O-])(=O)=O.[Yb+3].FC(F)(F)S([O-])(=O)=O.FC(F)(F)S([O-])(=O)=O. The catalyst is C(#N)C.O.C(Cl)Cl. The product is [O:1]([C:8]1[CH:9]=[C:10]([N:14]([CH2:15][C:16]2[CH:17]=[C:18]([CH:23]=[CH:24][CH:25]=2)[C:19]([O:21][CH3:22])=[O:20])[CH2:29][CH:28]([OH:30])[C:27]([F:32])([F:31])[F:26])[CH:11]=[CH:12][CH:13]=1)[C:2]1[CH:7]=[CH:6][CH:5]=[CH:4][CH:3]=1. The yield is 0.960. (2) The reactants are Br[C:2]1[C:11]2[C:6](=[CH:7][CH:8]=[CH:9][CH:10]=2)[C:5](=[O:12])[O:4][C:3]=1[CH:13]([OH:15])[CH3:14].[CH3:16][N:17]([CH3:27])[C:18]1[CH:19]=[C:20](B(O)O)[CH:21]=[CH:22][CH:23]=1.C([O-])([O-])=O.[Cs+].[Cs+]. The catalyst is C1C=CC([P]([Pd]([P](C2C=CC=CC=2)(C2C=CC=CC=2)C2C=CC=CC=2)([P](C2C=CC=CC=2)(C2C=CC=CC=2)C2C=CC=CC=2)[P](C2C=CC=CC=2)(C2C=CC=CC=2)C2C=CC=CC=2)(C2C=CC=CC=2)C2C=CC=CC=2)=CC=1. The product is [CH3:16][N:17]([CH3:27])[C:18]1[CH:23]=[C:22]([C:2]2[C:11]3[C:6](=[CH:7][CH:8]=[CH:9][CH:10]=3)[C:5](=[O:12])[O:4][C:3]=2[CH:13]([OH:15])[CH3:14])[CH:21]=[CH:20][CH:19]=1. The yield is 0.350.